From a dataset of Reaction yield outcomes from USPTO patents with 853,638 reactions. Predict the reaction yield, written as a fraction of the theoretical maximum amount of product (1.0 means a 100% yield; for example, 0.34 means a 34% yield). The reactants are Cl.C(O[C:5]([C:7]1[NH:8][CH:9]=[CH:10][C:11]=1[NH2:12])=[O:6])C.[CH:13]([C:15]1[N:16]=[CH:17][NH:18][CH:19]=1)=O.[BH3-]C#N.[Na+].CCN(CC)CC.C([N:39]=[C:40]=[S:41])(=O)C1C=CC=CC=1. The catalyst is CO. The product is [NH:16]1[C:15]([CH2:13][N:12]2[C:11]3[CH:10]=[CH:9][NH:8][C:7]=3[C:5](=[O:6])[NH:39][C:40]2=[S:41])=[CH:19][N:18]=[CH:17]1. The yield is 0.130.